From a dataset of Forward reaction prediction with 1.9M reactions from USPTO patents (1976-2016). Predict the product of the given reaction. (1) Given the reactants Cl[C:2]([O:4][C:5]1[CH:10]=[CH:9][C:8]([CH2:11][C:12]2[CH:17]=[CH:16][C:15]([C:18]([F:21])([F:20])[F:19])=[CH:14][CH:13]=2)=[CH:7][CH:6]=1)=[O:3].[NH:22]1[CH2:27][CH2:26][CH:25]([CH2:28][C:29]2[CH:34]=[CH:33][CH:32]=[CH:31][N:30]=2)[CH2:24][CH2:23]1, predict the reaction product. The product is: [F:19][C:18]([F:21])([F:20])[C:15]1[CH:16]=[CH:17][C:12]([CH2:11][C:8]2[CH:9]=[CH:10][C:5]([O:4][C:2]([N:22]3[CH2:27][CH2:26][CH:25]([CH2:28][C:29]4[CH:34]=[CH:33][CH:32]=[CH:31][N:30]=4)[CH2:24][CH2:23]3)=[O:3])=[CH:6][CH:7]=2)=[CH:13][CH:14]=1. (2) Given the reactants C(OC([N:8]1[C@H:12]([C:13](O)=O)[C@@H:11]([CH:16]([CH3:18])[CH3:17])[O:10]C1(C)C)=O)(C)(C)C.[C:21]([C:25]1[CH:30]=[CH:29][C:28]([NH2:31])=[C:27]([NH2:32])[CH:26]=1)([CH3:24])([CH3:23])[CH3:22], predict the reaction product. The product is: [NH2:8][C@H:12]([C:13]1[NH:31][C:28]2[CH:29]=[CH:30][C:25]([C:21]([CH3:24])([CH3:22])[CH3:23])=[CH:26][C:27]=2[N:32]=1)[C@H:11]([OH:10])[CH:16]([CH3:18])[CH3:17].